This data is from Forward reaction prediction with 1.9M reactions from USPTO patents (1976-2016). The task is: Predict the product of the given reaction. (1) Given the reactants [NH2:1][C:2]1[C:7]2=[CH:8][CH:9]=[C:10]([C@@:11]3([C:34]#[N:35])[C@H:15]([O:16][Si:17]([C:20]([CH3:23])([CH3:22])[CH3:21])([CH3:19])[CH3:18])[C@H:14]([O:24][Si:25]([C:28]([CH3:31])([CH3:30])[CH3:29])([CH3:27])[CH3:26])[C@@H:13]([CH2:32][OH:33])[O:12]3)[N:6]2[N:5]=[CH:4][N:3]=1.C([Mg]Cl)(C)(C)C.F[C:43]1[C:70](F)=[C:69](F)[C:68](F)=[C:67](F)[C:44]=1[O:45][P@:46]([NH:55][C@@H:56]([CH3:66])[C:57]([O:59][CH2:60][CH:61]([CH2:64][CH3:65])[CH2:62][CH3:63])=[O:58])(OC1C=CC=CC=1)=[O:47], predict the reaction product. The product is: [NH2:1][C:2]1[C:7]2=[CH:8][CH:9]=[C:10]([C@:11]3([C:34]#[N:35])[O:12][C@H:13]([CH2:32][O:33][P@@:46]([NH:55][C@@H:56]([CH3:66])[C:57]([O:59][CH2:60][CH:61]([CH2:64][CH3:65])[CH2:62][CH3:63])=[O:58])([O:45][C:44]4[CH:67]=[CH:68][CH:69]=[CH:70][CH:43]=4)=[O:47])[C@@H:14]([O:24][Si:25]([C:28]([CH3:29])([CH3:31])[CH3:30])([CH3:27])[CH3:26])[C@H:15]3[O:16][Si:17]([C:20]([CH3:21])([CH3:22])[CH3:23])([CH3:18])[CH3:19])[N:6]2[N:5]=[CH:4][N:3]=1. (2) Given the reactants C1(C2(CCC3C=CC(OC)=C(F)C=3)OC(=O)CC(=O)C2)CCCC1.[Cl:25][C:26]1[CH:27]=[C:28]([CH2:36][CH2:37][C:38]2([CH:46]3[CH2:50][CH2:49][CH2:48][CH2:47]3)[O:43][C:42](=[O:44])[CH2:41][C:40](=[O:45])[CH2:39]2)[CH:29]=[CH:30][C:31]=1[O:32][CH:33](C)C.[Cl:51][C:52]1[CH:63]=[CH:62][C:55]2[N:56]([CH3:61])[C:57]([CH:59]=O)=[N:58][C:54]=2[CH:53]=1.CC1C=C(C)N2N=C(C=O)N=C2N=1, predict the reaction product. The product is: [Cl:25][C:26]1[CH:27]=[C:28]([CH2:36][CH2:37][C:38]2([CH:46]3[CH2:50][CH2:49][CH2:48][CH2:47]3)[O:43][C:42](=[O:44])[C:41]([CH2:59][C:57]3[N:56]([CH3:61])[C:55]4[CH:62]=[CH:63][C:52]([Cl:51])=[CH:53][C:54]=4[N:58]=3)=[C:40]([OH:45])[CH2:39]2)[CH:29]=[CH:30][C:31]=1[O:32][CH3:33]. (3) Given the reactants [C:1]([C:5]1[N:6]=[C:7]([N:22]2[CH2:27][CH2:26]O[CH2:24][CH2:23]2)[C:8]2[N:13]=[N:12][N:11]([CH2:14][C:15]3[CH:20]=[CH:19][CH:18]=[CH:17][C:16]=3[Cl:21])[C:9]=2[N:10]=1)([CH3:4])([CH3:3])[CH3:2].C(C1N=C(Cl)C2N=NN(CC3C=CC=CC=3Cl)C=2N=1)(C)(C)C.C(NCC)C, predict the reaction product. The product is: [C:1]([C:5]1[N:6]=[C:7]([N:22]([CH2:27][CH3:26])[CH2:23][CH3:24])[C:8]2[N:13]=[N:12][N:11]([CH2:14][C:15]3[CH:20]=[CH:19][CH:18]=[CH:17][C:16]=3[Cl:21])[C:9]=2[N:10]=1)([CH3:4])([CH3:2])[CH3:3].